Task: Predict the reactants needed to synthesize the given product.. Dataset: Full USPTO retrosynthesis dataset with 1.9M reactions from patents (1976-2016) (1) Given the product [CH3:9][C:2]1([CH3:1])[O:3][CH2:4][CH:5]([N:39]2[CH2:38][CH2:37][C:36]3[C:41](=[CH:42][CH:43]=[C:34]([C:31]4[N:30]=[C:29]([C:24]5[CH:25]=[C:26]([C:27]#[N:28])[C:21]([O:20][CH:18]([CH3:19])[CH3:17])=[N:22][CH:23]=5)[O:33][N:32]=4)[C:35]=3[CH3:44])[CH2:40]2)[CH2:6][O:7]1, predict the reactants needed to synthesize it. The reactants are: [CH3:1][C:2]1([CH3:9])[O:7][CH2:6][C:5](=O)[CH2:4][O:3]1.FC(F)(F)C(O)=O.[CH3:17][CH:18]([O:20][C:21]1[C:26]([C:27]#[N:28])=[CH:25][C:24]([C:29]2[O:33][N:32]=[C:31]([C:34]3[C:35]([CH3:44])=[C:36]4[C:41](=[CH:42][CH:43]=3)[CH2:40][NH:39][CH2:38][CH2:37]4)[N:30]=2)=[CH:23][N:22]=1)[CH3:19].C(O[BH-](OC(=O)C)OC(=O)C)(=O)C.[Na+].C(=O)([O-])O.[Na+]. (2) Given the product [CH2:25]([O:32][C:33]([C:42]1[CH:47]=[CH:46][C:45]([N:48]2[CH2:53][CH2:52][N:51]([C:54](=[O:57])[CH2:55][N:4]3[C:3](=[O:8])[C:2]([C:9]4[CH:14]=[CH:13][C:12]([O:15][CH:16]([CH3:18])[CH3:17])=[CH:11][N:10]=4)([CH3:1])[NH:6][C:5]3=[O:7])[CH2:50][CH2:49]2)=[C:44](/[CH:58]=[CH:59]\[CH3:60])[CH:43]=1)([C:34]([F:35])([F:36])[F:37])[C:38]([F:39])([F:40])[F:41])[C:26]1[CH:31]=[CH:30][CH:29]=[CH:28][CH:27]=1, predict the reactants needed to synthesize it. The reactants are: [CH3:1][C:2]1([C:9]2[CH:14]=[CH:13][C:12]([O:15][CH:16]([CH3:18])[CH3:17])=[CH:11][N:10]=2)[NH:6][C:5](=[O:7])[NH:4][C:3]1=[O:8].C(=O)([O-])[O-].[K+].[K+].[CH2:25]([O:32][C:33]([C:42]1[CH:47]=[CH:46][C:45]([N:48]2[CH2:53][CH2:52][N:51]([C:54](=[O:57])[CH2:55]Br)[CH2:50][CH2:49]2)=[C:44]([CH:58]=[CH:59][CH3:60])[CH:43]=1)([C:38]([F:41])([F:40])[F:39])[C:34]([F:37])([F:36])[F:35])[C:26]1[CH:31]=[CH:30][CH:29]=[CH:28][CH:27]=1.O. (3) Given the product [C:38]([O:42][C:43]([NH:45][C@@H:46]([CH3:47])[C:48]([N:23]1[C@@H:24]2[C@@H:29]([CH2:28][CH2:27][CH2:26][CH2:25]2)[CH2:30][C@H:22]1[C:20]([O:19][CH2:12][C:13]1[CH:14]=[CH:15][CH:16]=[CH:17][CH:18]=1)=[O:21])=[O:49])=[O:44])([CH3:41])([CH3:40])[CH3:39], predict the reactants needed to synthesize it. The reactants are: C1(C)C=CC(S(O)(=O)=O)=CC=1.[CH2:12]([O:19][C:20]([C@@H:22]1[CH2:30][C@H:29]2[C@H:24]([CH2:25][CH2:26][CH2:27][CH2:28]2)[NH:23]1)=[O:21])[C:13]1[CH:18]=[CH:17][CH:16]=[CH:15][CH:14]=1.C(N(CC)CC)C.[C:38]([O:42][C:43]([NH:45][C@H:46]([C:48](O)=[O:49])[CH3:47])=[O:44])([CH3:41])([CH3:40])[CH3:39]. (4) Given the product [CH3:1][O:2][C:3]1[CH:4]=[CH:5][C:6]([N+:12]([O-:14])=[O:13])=[C:7]([CH2:8][OH:9])[CH:11]=1, predict the reactants needed to synthesize it. The reactants are: [CH3:1][O:2][C:3]1[CH:4]=[CH:5][C:6]([N+:12]([O-:14])=[O:13])=[C:7]([CH:11]=1)[C:8](O)=[O:9].O=S(Cl)Cl.[BH4-].[Na+]. (5) The reactants are: [F:1][C:2]1[CH:3]=[C:4]([C:8]2([CH2:26][CH2:27][N:28]3[C@H:33]4[CH2:34][CH2:35][C@@H:29]3[CH2:30][CH:31]([N:36]3[C:40]5[CH:41]=[CH:42][CH:43]=[CH:44][C:39]=5[N:38]=[C:37]3[CH3:45])[CH2:32]4)[CH2:13][CH2:12][N:11]([CH:14]([CH3:25])[C:15]([O:17]CC3C=CC=CC=3)=[O:16])[CH2:10][CH2:9]2)[CH:5]=[CH:6][CH:7]=1.[H][H]. Given the product [F:1][C:2]1[CH:3]=[C:4]([C:8]2([CH2:26][CH2:27][N:28]3[C@H:33]4[CH2:34][CH2:35][C@@H:29]3[CH2:30][CH:31]([N:36]3[C:40]5[CH:41]=[CH:42][CH:43]=[CH:44][C:39]=5[N:38]=[C:37]3[CH3:45])[CH2:32]4)[CH2:13][CH2:12][N:11]([CH:14]([CH3:25])[C:15]([OH:17])=[O:16])[CH2:10][CH2:9]2)[CH:5]=[CH:6][CH:7]=1, predict the reactants needed to synthesize it. (6) Given the product [BrH:24].[CH3:1][O:2][C:3]([C:5]1[CH:6]=[C:7]2[C:11](=[CH:12][CH:13]=1)[CH2:10][NH:9][CH2:8]2)=[O:4], predict the reactants needed to synthesize it. The reactants are: [CH3:1][O:2][C:3]([C:5]1[CH:6]=[C:7]2[C:11](=[CH:12][CH:13]=1)[CH2:10][N:9](S(C1C=CC(C)=CC=1)(=O)=O)[CH2:8]2)=[O:4].[BrH:24].CC(O)=O.